This data is from Full USPTO retrosynthesis dataset with 1.9M reactions from patents (1976-2016). The task is: Predict the reactants needed to synthesize the given product. (1) The reactants are: O.FC(F)(F)C(O)=O.[F:9][C:10]1[CH:15]=[CH:14][C:13]([C:16]2[CH:21]=[CH:20][C:19]([CH:22]([NH:29][CH2:30][CH2:31][NH:32]C(=O)OC(C)(C)C)[C:23]3[CH:28]=[CH:27][N:26]=[CH:25][CH:24]=3)=[CH:18][CH:17]=2)=[C:12]([O:40][CH3:41])[CH:11]=1. Given the product [F:9][C:10]1[CH:15]=[CH:14][C:13]([C:16]2[CH:17]=[CH:18][C:19]([CH:22]([C:23]3[CH:28]=[CH:27][N:26]=[CH:25][CH:24]=3)[NH:29][CH2:30][CH2:31][NH2:32])=[CH:20][CH:21]=2)=[C:12]([O:40][CH3:41])[CH:11]=1, predict the reactants needed to synthesize it. (2) Given the product [CH2:21]([O:20][C:18]([C:11]1[CH:10]=[C:9]([CH:7]([CH:4]2[CH2:5][CH2:6][N:1]([C:30]([O:32][C:33]([CH3:36])([CH3:35])[CH3:34])=[O:31])[CH2:2][CH2:3]2)[CH3:8])[N:13]2[C:12]=1[CH:17]=[CH:16][CH:15]=[N:14]2)=[O:19])[CH3:22], predict the reactants needed to synthesize it. The reactants are: [NH:1]1[CH2:6][CH2:5][CH:4]([CH:7]([C:9]2[N:13]3[N:14]=[CH:15][CH:16]=[CH:17][C:12]3=[C:11]([C:18]([O:20][CH2:21][CH3:22])=[O:19])[CH:10]=2)[CH3:8])[CH2:3][CH2:2]1.C(N(CC)CC)C.[C:30](O[C:30]([O:32][C:33]([CH3:36])([CH3:35])[CH3:34])=[O:31])([O:32][C:33]([CH3:36])([CH3:35])[CH3:34])=[O:31]. (3) Given the product [CH3:51][C@H:46]1[CH2:47][C:48]([CH3:50])=[CH:49][C@@H:23]([CH2:20][CH:21]=[CH2:22])[C:24](=[O:87])[CH2:25][C@H:26]([OH:86])[C@@H:27]([CH3:85])[C@@H:28](/[C:62](/[CH3:84])=[CH:63]/[C@H:64]2[CH2:65][C@@H:66]([O:82][CH3:83])[C@H:67]([OH:70])[CH2:68][CH2:69]2)[O:29][C:30](=[O:61])[C@H:31]2[N:36]([CH2:35][CH2:34][CH2:33][CH2:32]2)[C:37](=[O:60])[C:38](=[O:59])[C@:39]2([OH:58])[O:54][C@@H:43]([C@@H:42]([O:55][CH3:56])[CH2:41][C@H:40]2[CH3:57])[C@@H:44]([O:52][CH3:53])[CH2:45]1, predict the reactants needed to synthesize it. The reactants are: C(O)COCCOCCOCCOCCOCCO.[CH2:20]([CH:23]1[CH:49]=[C:48]([CH3:50])[CH2:47][CH:46]([CH3:51])[CH2:45][CH:44]([O:52][CH3:53])[CH:43]2[O:54][C:39]([OH:58])([CH:40]([CH3:57])[CH2:41][CH:42]2[O:55][CH3:56])[C:38](=[O:59])[C:37](=[O:60])[N:36]2[CH:31]([CH2:32][CH2:33][CH2:34][CH2:35]2)[C:30](=[O:61])[O:29][CH:28]([C:62]([CH3:84])=[CH:63][CH:64]2[CH2:69][CH2:68][CH:67]([O:70]C(=O)CCCCCCC(O)=O)[CH:66]([O:82][CH3:83])[CH2:65]2)[CH:27]([CH3:85])[CH:26]([OH:86])[CH2:25][C:24]1=[O:87])[CH:21]=[CH2:22].CCN=C=NCCCN(C)C.Cl.ON1C2C=CC=CC=2N=N1.C(O)(=O)C. (4) The reactants are: [Cl:1][CH2:2][CH2:3][CH2:4][N:5]1[CH2:10][C:9]2[CH:11]=[CH:12][CH:13]=[CH:14][C:8]=2[NH:7][S:6]1(=[O:16])=[O:15].B(O)(O)[C:18]1[CH:19]=[CH:20][C:21]([CH3:24])=[CH:22][CH:23]=1. Given the product [Cl:1][CH2:2][CH2:3][CH2:4][N:5]1[CH2:10][C:9]2[CH:11]=[CH:12][CH:13]=[CH:14][C:8]=2[N:7]([C:18]2[CH:23]=[CH:22][C:21]([CH3:24])=[CH:20][CH:19]=2)[S:6]1(=[O:16])=[O:15], predict the reactants needed to synthesize it.